This data is from Forward reaction prediction with 1.9M reactions from USPTO patents (1976-2016). The task is: Predict the product of the given reaction. (1) Given the reactants [CH3:1][C:2]1[CH:30]=[CH:29][CH:28]=[C:27]([CH3:31])[C:3]=1[O:4][C:5]1[CH:6]=[C:7]2[C:12](=[CH:13][C:14]=1[CH3:15])[N:11]=[C:10]([N:16]1[CH:20]=[C:19]([C:21]([O:23]CC)=[O:22])[CH:18]=[N:17]1)[NH:9][C:8]2=O.[NH:32]1[CH2:37][CH2:36][O:35][CH2:34][CH2:33]1, predict the reaction product. The product is: [CH3:1][C:2]1[CH:30]=[CH:29][CH:28]=[C:27]([CH3:31])[C:3]=1[O:4][C:5]1[CH:6]=[C:7]2[C:12](=[CH:13][C:14]=1[CH3:15])[N:11]=[C:10]([N:16]1[CH:20]=[C:19]([C:21]([OH:23])=[O:22])[CH:18]=[N:17]1)[N:9]=[C:8]2[N:32]1[CH2:37][CH2:36][O:35][CH2:34][CH2:33]1. (2) The product is: [NH2:10][C:9]1[C:3]([O:2][CH3:1])([O:19][CH3:20])[CH:4]2[CH:6]([O:5]2)[C:7](=[O:18])[CH:8]=1. Given the reactants [CH3:1][O:2][C:3]1([O:19][CH3:20])[C:9]([NH:10]C(=O)OC(C)(C)C)=[CH:8][C:7](=[O:18])[CH:6]2[CH:4]1[O:5]2.FC(F)(F)C(O)=O, predict the reaction product.